Dataset: Forward reaction prediction with 1.9M reactions from USPTO patents (1976-2016). Task: Predict the product of the given reaction. (1) The product is: [C:3]([C:7]1[N:15]=[C:14]2[C:10]([N:11]=[CH:12][N:13]2[CH2:18][C:19]2[N:23]([CH:24]([CH3:26])[CH3:25])[N:22]=[N:21][N:20]=2)=[C:9]([Cl:16])[N:8]=1)([CH3:6])([CH3:4])[CH3:5]. Given the reactants [H-].[Na+].[C:3]([C:7]1[N:15]=[C:14]2[C:10]([N:11]=[CH:12][NH:13]2)=[C:9]([Cl:16])[N:8]=1)([CH3:6])([CH3:5])[CH3:4].Cl[CH2:18][C:19]1[N:23]([CH:24]([CH3:26])[CH3:25])[N:22]=[N:21][N:20]=1.O, predict the reaction product. (2) Given the reactants [Cl:1][C:2]1[N:7]=[C:6]([CH2:8][CH3:9])[N:5]=[C:4]([NH:10][CH:11]2[CH2:15][CH2:14][CH2:13][CH2:12]2)[C:3]=1I.[C:17]1(B(O)O)[CH:22]=[CH:21][CH:20]=[CH:19][CH:18]=1.C(=O)([O-])[O-].[Na+].[Na+].C(O)C, predict the reaction product. The product is: [Cl:1][C:2]1[N:7]=[C:6]([CH2:8][CH3:9])[N:5]=[C:4]([NH:10][CH:11]2[CH2:15][CH2:14][CH2:13][CH2:12]2)[C:3]=1[C:17]1[CH:22]=[CH:21][CH:20]=[CH:19][CH:18]=1. (3) The product is: [I:1][C:2]1[CH:11]=[CH:10][CH:9]=[C:8]2[C:3]=1[C:4](=[O:5])[NH:17][CH2:12]2. Given the reactants [I:1][C:2]1[CH:11]=[CH:10][CH:9]=[C:8]([CH3:12])[C:3]=1[C:4](OC)=[O:5].C1C(=O)[N:17](Br)C(=O)C1.C(OOC(=O)C1C=CC=CC=1)(=O)C1C=CC=CC=1, predict the reaction product. (4) The product is: [CH:29]1([C@@H:27]([NH:26][C:25]([C:24]2[C:23]3[C:18](=[CH:19][CH:20]=[CH:21][CH:22]=3)[N:17]=[C:16]([C:36]3[CH:37]=[CH:38][CH:39]=[CH:40][CH:41]=3)[C:15]=2[CH2:14][N:11]2[CH2:12][CH2:13][NH:8][CH2:9][CH2:10]2)=[O:35])[CH3:28])[CH2:34][CH2:33][CH2:32][CH2:31][CH2:30]1. Given the reactants C(OC([N:8]1[CH2:13][CH2:12][N:11]([CH2:14][C:15]2[C:16]([C:36]3[CH:41]=[CH:40][CH:39]=[CH:38][CH:37]=3)=[N:17][C:18]3[C:23]([C:24]=2[C:25](=[O:35])[NH:26][C@H:27]([CH:29]2[CH2:34][CH2:33][CH2:32][CH2:31][CH2:30]2)[CH3:28])=[CH:22][CH:21]=[CH:20][CH:19]=3)[CH2:10][CH2:9]1)=O)(C)(C)C, predict the reaction product. (5) Given the reactants [CH2:1]([O:8][C:9]([N:11]1[CH2:16][CH2:15][CH:14]([C:17]([OH:19])=O)[CH2:13][CH2:12]1)=[O:10])[C:2]1[CH:7]=[CH:6][CH:5]=[CH:4][CH:3]=1.[NH2:20][C:21]1[C:26]([CH3:27])=[CH:25][CH:24]=[CH:23][N:22]=1.C(Cl)CCl.C1C=NC2N(O)N=NC=2C=1, predict the reaction product. The product is: [CH3:27][C:26]1[C:21]([NH:20][C:17]([CH:14]2[CH2:13][CH2:12][N:11]([C:9]([O:8][CH2:1][C:2]3[CH:3]=[CH:4][CH:5]=[CH:6][CH:7]=3)=[O:10])[CH2:16][CH2:15]2)=[O:19])=[N:22][CH:23]=[CH:24][CH:25]=1. (6) Given the reactants [Br:1][C:2]1[CH:11]=[C:10]([Br:12])[C:9]2[C:4](=[CH:5][CH:6]=[CH:7][CH:8]=2)[C:3]=1[NH2:13].Br[CH2:15][CH2:16][CH2:17][CH2:18]Br.C(N(CC)C(C)C)(C)C, predict the reaction product. The product is: [Br:1][C:2]1[CH:11]=[C:10]([Br:12])[C:9]2[C:4](=[CH:5][CH:6]=[CH:7][CH:8]=2)[C:3]=1[N:13]1[CH2:18][CH2:17][CH2:16][CH2:15]1. (7) Given the reactants Br[C:2]1[CH:11]=[C:10]2[C:5]([C:6]([Cl:12])=[CH:7][CH:8]=[N:9]2)=[CH:4][CH:3]=1.CCN(C(C)C)C(C)C.[CH2:22]([SH:29])[C:23]1[CH:28]=[CH:27][CH:26]=[CH:25][CH:24]=1.O, predict the reaction product. The product is: [CH2:22]([S:29][C:2]1[CH:11]=[C:10]2[C:5]([C:6]([Cl:12])=[CH:7][CH:8]=[N:9]2)=[CH:4][CH:3]=1)[C:23]1[CH:28]=[CH:27][CH:26]=[CH:25][CH:24]=1. (8) Given the reactants [Cl:1][C:2]1[N:7]=[C:6](Cl)[C:5]([C:9]([NH2:11])=[O:10])=[CH:4][N:3]=1.C1COCC1.[O:17]([C:24]1[CH:29]=[CH:28][C:27]([OH:30])=[CH:26][CH:25]=1)[C:18]1[CH:23]=[CH:22][CH:21]=[CH:20][CH:19]=1.[H-].[Na+], predict the reaction product. The product is: [Cl:1][C:2]1[N:7]=[C:6]([O:30][C:27]2[CH:26]=[CH:25][C:24]([O:17][C:18]3[CH:23]=[CH:22][CH:21]=[CH:20][CH:19]=3)=[CH:29][CH:28]=2)[C:5]([C:9]([NH2:11])=[O:10])=[CH:4][N:3]=1. (9) Given the reactants [O:1]1[C:5]([C:6]2[CH:11]=[CH:10][C:9]([NH:12][C:13]3[N:14]=[C:15]([N:23]([C:27]4[CH:32]=[CH:31][CH:30]=[CH:29][CH:28]=4)[CH2:24][CH2:25][OH:26])[C:16]4[CH2:22][NH:21][CH2:20][CH2:19][C:17]=4[N:18]=3)=[CH:8][CH:7]=2)=[CH:4][N:3]=[CH:2]1.C(N(CC)CC)C.[CH2:40]([S:42](Cl)(=[O:44])=[O:43])[CH3:41], predict the reaction product. The product is: [CH2:40]([S:42]([N:21]1[CH2:20][CH2:19][C:17]2[N:18]=[C:13]([NH:12][C:9]3[CH:10]=[CH:11][C:6]([C:5]4[O:1][CH:2]=[N:3][CH:4]=4)=[CH:7][CH:8]=3)[N:14]=[C:15]([N:23]([C:27]3[CH:28]=[CH:29][CH:30]=[CH:31][CH:32]=3)[CH2:24][CH2:25][OH:26])[C:16]=2[CH2:22]1)(=[O:44])=[O:43])[CH3:41]. (10) Given the reactants CC1(C)C(C)(C)OB([C:9]2[CH:18]=[CH:17][CH:16]=[C:15]3[C:10]=2[CH2:11][CH2:12][N:13]([C:19]([O:21][C:22]([CH3:25])([CH3:24])[CH3:23])=[O:20])[CH2:14]3)O1.Br[C:28]1[S:32][C:31]([C:33]2[CH:34]=[CH:35][C:36]([O:41][CH:42]([CH3:44])[CH3:43])=[C:37]([CH:40]=2)[C:38]#[N:39])=[N:30][N:29]=1.C(=O)([O-])[O-].[Na+].[Na+], predict the reaction product. The product is: [C:38]([C:37]1[CH:40]=[C:33]([C:31]2[S:32][C:28]([C:9]3[CH:18]=[CH:17][CH:16]=[C:15]4[C:10]=3[CH2:11][CH2:12][N:13]([C:19]([O:21][C:22]([CH3:23])([CH3:24])[CH3:25])=[O:20])[CH2:14]4)=[N:29][N:30]=2)[CH:34]=[CH:35][C:36]=1[O:41][CH:42]([CH3:44])[CH3:43])#[N:39].